Dataset: Peptide-MHC class II binding affinity with 134,281 pairs from IEDB. Task: Regression. Given a peptide amino acid sequence and an MHC pseudo amino acid sequence, predict their binding affinity value. This is MHC class II binding data. (1) The peptide sequence is GIAQSASVLSFMDKG. The MHC is DRB1_0901 with pseudo-sequence DRB1_0901. The binding affinity (normalized) is 0.574. (2) The peptide sequence is QAATAGTTVYGAFAA. The MHC is HLA-DQA10401-DQB10402 with pseudo-sequence HLA-DQA10401-DQB10402. The binding affinity (normalized) is 0.492. (3) The peptide sequence is KSIIIPFIAYFVLMH. The MHC is HLA-DPA10201-DPB10501 with pseudo-sequence HLA-DPA10201-DPB10501. The binding affinity (normalized) is 0.0277. (4) The peptide sequence is NFVSKVMIGSPKKV. The MHC is DRB1_0101 with pseudo-sequence DRB1_0101. The binding affinity (normalized) is 0.247. (5) The peptide sequence is KAAMGLRISSSFSFG. The MHC is DRB1_0701 with pseudo-sequence DRB1_0701. The binding affinity (normalized) is 0.872. (6) The peptide sequence is TSLVRLVYILSKQNQQH. The MHC is DRB1_1101 with pseudo-sequence DRB1_1101. The binding affinity (normalized) is 0.689. (7) The peptide sequence is EKKYFAATQFEPNAA. The MHC is DRB1_1001 with pseudo-sequence DRB1_1001. The binding affinity (normalized) is 0.768. (8) The binding affinity (normalized) is 0.520. The MHC is DRB1_0802 with pseudo-sequence DRB1_0802. The peptide sequence is RFHLIKNTFGLLFYQ.